This data is from Human liver microsome stability data. The task is: Regression/Classification. Given a drug SMILES string, predict its absorption, distribution, metabolism, or excretion properties. Task type varies by dataset: regression for continuous measurements (e.g., permeability, clearance, half-life) or binary classification for categorical outcomes (e.g., BBB penetration, CYP inhibition). Dataset: hlm. (1) The result is 0 (unstable in human liver microsomes). The molecule is CCOc1nc(NC(=O)C2(NC(=O)c3ccc4c(C5CCCC5)c(-c5cnccn5)n(C)c4c3)CCC2)ccc1C=CC(=O)O. (2) The drug is O=C(C(=O)N1CCN(C(=O)c2ccccc2)CC1)c1c[nH]c2c(-c3cnco3)ccc(F)c12. The result is 1 (stable in human liver microsomes).